Predict the product of the given reaction. From a dataset of Forward reaction prediction with 1.9M reactions from USPTO patents (1976-2016). (1) Given the reactants [CH3:1][C:2]1[CH:7]=[C:6]([CH3:8])[C:5]([S:9][CH2:10][C:11]([F:14])([F:13])[F:12])=[CH:4][C:3]=1[N:15]1[CH:19]=[N:18][C:17]([C:20]([F:23])([F:22])[F:21])=[N:16]1.C(C1C=C(C(C)(C)C)C=C(/C=N/C(C(C)(C)C)C[OH:42])C=1O)(C)(C)C.OO.S([O-])([O-])(=O)=S, predict the reaction product. The product is: [CH3:1][C:2]1[CH:7]=[C:6]([CH3:8])[C:5]([S:9]([CH2:10][C:11]([F:12])([F:14])[F:13])=[O:42])=[CH:4][C:3]=1[N:15]1[CH:19]=[N:18][C:17]([C:20]([F:22])([F:23])[F:21])=[N:16]1. (2) Given the reactants [C:1]([O:5][C:6]([N:8]1[CH2:12][CH2:11][CH2:10][C@@H:9]1[CH2:13][O:14][C:15]1[C:16]([C:21]([OH:23])=O)=[N:17][CH:18]=[CH:19][CH:20]=1)=[O:7])([CH3:4])([CH3:3])[CH3:2].[O:24]1[CH:28]=[CH:27][N:26]=[C:25]1[NH2:29].[Cl-].[NH4+], predict the reaction product. The product is: [O:24]1[CH:28]=[CH:27][N:26]=[C:25]1[NH:29][C:21]([C:16]1[C:15]([O:14][CH2:13][C@H:9]2[CH2:10][CH2:11][CH2:12][N:8]2[C:6]([O:5][C:1]([CH3:2])([CH3:3])[CH3:4])=[O:7])=[CH:20][CH:19]=[CH:18][N:17]=1)=[O:23].